The task is: Predict the product of the given reaction.. This data is from Forward reaction prediction with 1.9M reactions from USPTO patents (1976-2016). (1) The product is: [C:1]([N:5]1[CH2:15][CH2:14][C:8](=[O:9])[CH2:7][CH2:6]1)([CH3:4])([CH3:3])[CH3:2]. Given the reactants [C:1]([NH:5][CH2:6][CH2:7][C:8](N(OC)C)=[O:9])([CH3:4])([CH3:3])[CH3:2].[CH:14]([Mg]Br)=[CH2:15], predict the reaction product. (2) Given the reactants [F:1][C:2]1[CH:3]=[CH:4][C:5](B(O)O)=[C:6]2[C:10]=1[C@H:9]([O:11][C:12]1[CH:25]=[CH:24][C:15]3[C@H:16]([CH2:19][C:20]([O:22][CH3:23])=[O:21])[CH2:17][O:18][C:14]=3[CH:13]=1)[CH2:8][CH2:7]2.[OH:29][C:30]1[CH:35]=[CH:34][C:33]([CH2:36][CH2:37][C:38]#[N:39])=[CH:32][CH:31]=1, predict the reaction product. The product is: [CH3:23][O:22][C:20](=[O:21])[CH2:19][C@H:16]1[C:15]2[CH:24]=[CH:25][C:12]([O:11][C@H:9]3[C:10]4[C:6](=[C:5]([O:29][C:30]5[CH:31]=[CH:32][C:33]([CH2:36][CH2:37][C:38]#[N:39])=[CH:34][CH:35]=5)[CH:4]=[CH:3][C:2]=4[F:1])[CH2:7][CH2:8]3)=[CH:13][C:14]=2[O:18][CH2:17]1.